Dataset: Catalyst prediction with 721,799 reactions and 888 catalyst types from USPTO. Task: Predict which catalyst facilitates the given reaction. (1) The catalyst class is: 4. Product: [CH2:30]([N:37]=[C:26]1[CH2:27][CH2:28][CH:23]([C:10]2[CH:11]=[CH:12][C:13]([O:15][Si:16]([C:19]([CH3:21])([CH3:22])[CH3:20])([CH3:17])[CH3:18])=[CH:14][C:9]=2[O:8][Si:1]([C:4]([CH3:6])([CH3:5])[CH3:7])([CH3:2])[CH3:3])[CH2:24][CH2:25]1)[C:31]1[CH:36]=[CH:35][CH:34]=[CH:33][CH:32]=1. Reactant: [Si:1]([O:8][C:9]1[CH:14]=[C:13]([O:15][Si:16]([C:19]([CH3:22])([CH3:21])[CH3:20])([CH3:18])[CH3:17])[CH:12]=[CH:11][C:10]=1[CH:23]1[CH2:28][CH2:27][C:26](=O)[CH2:25][CH2:24]1)([C:4]([CH3:7])([CH3:6])[CH3:5])([CH3:3])[CH3:2].[CH2:30]([NH2:37])[C:31]1[CH:36]=[CH:35][CH:34]=[CH:33][CH:32]=1. (2) Reactant: C(O)C.[O:4]=[C:5]1[O:10][CH2:9][C@H:8]2[C@:6]1([C:11]([O:13][CH2:14][CH3:15])=[O:12])[CH2:7]2.[BH4-].[Na+].Cl. The catalyst class is: 13. Product: [OH:4][CH2:5][C@@:6]1([C:11]([O:13][CH2:14][CH3:15])=[O:12])[CH2:7][C@H:8]1[CH2:9][OH:10]. (3) Reactant: [N:1]1([C:8](=[O:15])[CH2:9][C:10]([O:12][CH2:13][CH3:14])=[O:11])[CH2:7][CH2:6][CH2:5][NH:4][CH2:3][CH2:2]1.CCN(C(C)C)C(C)C.Cl[C:26]([O:28][C:29]1[CH:34]=[CH:33][C:32]([N+:35]([O-:37])=[O:36])=[CH:31][CH:30]=1)=[O:27]. Product: [CH2:13]([O:12][C:10](=[O:11])[CH2:9][C:8]([N:1]1[CH2:7][CH2:6][CH2:5][N:4]([C:26]([O:28][C:29]2[CH:30]=[CH:31][C:32]([N+:35]([O-:37])=[O:36])=[CH:33][CH:34]=2)=[O:27])[CH2:3][CH2:2]1)=[O:15])[CH3:14]. The catalyst class is: 2. (4) Reactant: [CH2:1]=O.[Br:3][C:4]1[CH:9]=[CH:8][C:7]([CH:10]=[CH:11][C:12]([NH:14][C:15]2[CH:20]=[CH:19][C:18]([Cl:21])=[CH:17][CH:16]=2)=[O:13])=[C:6]([F:22])[CH:5]=1.[NH:23]([CH2:25]C(O)=O)[CH3:24].O. Product: [Cl:21][C:18]1[CH:17]=[CH:16][C:15]([NH:14][C:12]([CH:11]2[CH:10]([C:7]3[CH:8]=[CH:9][C:4]([Br:3])=[CH:5][C:6]=3[F:22])[CH2:1][N:23]([CH3:25])[CH2:24]2)=[O:13])=[CH:20][CH:19]=1. The catalyst class is: 11. (5) Reactant: [Cl:1][C:2]1[N:7]=[C:6]([O:8][C:9]2[C:14]([CH3:15])=[CH:13][C:12]([CH3:16])=[CH:11][C:10]=2[CH3:17])[C:5]([C:18]([NH:20][S:21]([C:24]2[CH:29]=[CH:28][CH:27]=[C:26](F)[N:25]=2)(=[O:23])=[O:22])=[O:19])=[CH:4][CH:3]=1.[NH4+:31].[OH-]. Product: [NH2:31][C:26]1[N:25]=[C:24]([S:21]([NH:20][C:18]([C:5]2[C:6]([O:8][C:9]3[C:14]([CH3:15])=[CH:13][C:12]([CH3:16])=[CH:11][C:10]=3[CH3:17])=[N:7][C:2]([Cl:1])=[CH:3][CH:4]=2)=[O:19])(=[O:23])=[O:22])[CH:29]=[CH:28][CH:27]=1. The catalyst class is: 16. (6) Reactant: [CH3:1][O:2][C:3]1[CH:8]=[CH:7][C:6]([CH2:9][C:10]([OH:12])=O)=[CH:5][CH:4]=1.[CH2:13]1[C:16]2([CH2:21][CH2:20][NH:19][CH2:18][CH2:17]2)[CH2:15][N:14]1[C:22]([O:24][C:25]([CH3:28])([CH3:27])[CH3:26])=[O:23].C(N(CC)CC)C.CN(C(ON1N=NC2C=CC=NC1=2)=[N+](C)C)C.F[P-](F)(F)(F)(F)F. Product: [CH3:1][O:2][C:3]1[CH:4]=[CH:5][C:6]([CH2:9][C:10]([N:19]2[CH2:20][CH2:21][C:16]3([CH2:15][N:14]([C:22]([O:24][C:25]([CH3:26])([CH3:27])[CH3:28])=[O:23])[CH2:13]3)[CH2:17][CH2:18]2)=[O:12])=[CH:7][CH:8]=1. The catalyst class is: 4. (7) Reactant: [OH:1][C:2]1[CH:3]=[C:4]([CH:19]=[CH:20][CH:21]=1)[O:5][CH2:6][CH2:7][N:8]1[C:16](=[O:17])[C:15]2[C:10](=[CH:11][CH:12]=[CH:13][CH:14]=2)[C:9]1=[O:18].[O:22]1[C:24]2([CH2:31][CH2:30][CH2:29][CH2:28][CH2:27][CH2:26][CH2:25]2)[CH2:23]1.C([O-])([O-])=O.[Cs+].[Cs+]. Product: [OH:22][C:24]1([CH2:23][O:1][C:2]2[CH:3]=[C:4]([CH:19]=[CH:20][CH:21]=2)[O:5][CH2:6][CH2:7][N:8]2[C:9](=[O:18])[C:10]3[C:15](=[CH:14][CH:13]=[CH:12][CH:11]=3)[C:16]2=[O:17])[CH2:31][CH2:30][CH2:29][CH2:28][CH2:27][CH2:26][CH2:25]1. The catalyst class is: 16. (8) Reactant: [NH2:1][C:2]1[C:7]([F:8])=[C:6](Cl)[N:5]=[C:4]([C:10]([O:12][CH3:13])=[O:11])[C:3]=1[Cl:14].[CH2:15]([Sn](CCCC)(CCCC)C=C)[CH2:16]CC.[F-].[Cs+]. Product: [NH2:1][C:2]1[C:7]([F:8])=[C:6]([CH:15]=[CH2:16])[N:5]=[C:4]([C:10]([O:12][CH3:13])=[O:11])[C:3]=1[Cl:14]. The catalyst class is: 558. (9) Reactant: [C:1]12[C:7](=[CH:8][CH:9]=[CH:10][CH:11]=1)[NH:6]C(=O)[O:4][C:2]2=O.[Cl:13][C:14]1[CH:20]=[CH:19][C:17]([NH2:18])=[CH:16][CH:15]=1. Product: [Cl:13][C:14]1[CH:20]=[CH:19][C:17]([NH:18][C:2](=[O:4])[C:1]2[CH:11]=[CH:10][CH:9]=[CH:8][C:7]=2[NH2:6])=[CH:16][CH:15]=1. The catalyst class is: 2. (10) Reactant: [Cl:1][C:2]1[N:7]=[CH:6][C:5]([CH2:8][C:9]([OH:11])=O)=[CH:4][CH:3]=1.[NH2:12][C:13]1[CH:18]=[CH:17][C:16]([CH3:19])=[CH:15][CH:14]=1.C(N(CC)C(C)C)(C)C.CN(C(ON1N=NC2C=CC=NC1=2)=[N+](C)C)C.F[P-](F)(F)(F)(F)F. Product: [Cl:1][C:2]1[N:7]=[CH:6][C:5]([CH2:8][C:9]([NH:12][C:13]2[CH:18]=[CH:17][C:16]([CH3:19])=[CH:15][CH:14]=2)=[O:11])=[CH:4][CH:3]=1. The catalyst class is: 7.